This data is from Experimentally validated miRNA-target interactions with 360,000+ pairs, plus equal number of negative samples. The task is: Binary Classification. Given a miRNA mature sequence and a target amino acid sequence, predict their likelihood of interaction. (1) The miRNA is hsa-miR-18b-5p with sequence UAAGGUGCAUCUAGUGCAGUUAG. The protein sequence of the target gene is MASASSSRAGVALPFEKSQLTLKVVSAKPKVHNRQPRINSYVEVAVDGLPSETKKTGKRIGSSELLWNEIIVLNVTAQSHLDLKVWSCHTLRNELLGTASVNLSNVLKNNGGKMENTQLTLNLQTENKGSVVSGGELTIFLDGPTVDLGSVPNGSAVTDGSQPPSRESSGTAIAPETRHQPPSTNCFGGRSRTHRHSGGSARTATAASEQSPGARNRHRQPVKNSSSSGLANGTVNEEPTPASEPEESSVVGVTSLPAAALSVSSNPNTTSLPAQSTPAEGEEASTSGTQQLPAAAQAPD.... Result: 0 (no interaction). (2) The miRNA is mmu-miR-7115-3p with sequence ACUUGGUCCCCUGCCCCCACAG. The protein sequence of the target gene is MRCLTTPMLLRALAQAARAGPPGGRSLHSSAVAATYKYVNMQDPEMDMKSVTDRAARTLLWTELFRGLGMTLSYLFREPATINYPFEKGPLSPRFRGEHALRRYPSGEERCIACKLCEAICPAQAITIEAEPRADGSRRTTRYDIDMTKCIYCGFCQEACPVDAIVEGPNFEFSTETHEELLYNKEKLLNNGDKWEAEIAANIQADYLYR. Result: 0 (no interaction). (3) The miRNA is hsa-miR-432-5p with sequence UCUUGGAGUAGGUCAUUGGGUGG. The protein sequence of the target gene is MEIGTEISRKIRSAIKGKLQELGAYVDEELPDYIMVMVANKKSQDQMTEDLSLFLGNNTIRFTVWLHGVLDKLRSVTTEPSSLKSPDASIFDSHVPSNKSSFSRGDERRHEAAVPPLAVSSSRPEKRDSRVSTSSQEQKSTNVRHSYDDGASTRLMSTVKPLREPAPSEDVIDIKPEPDDLIDEDLNFVQENPLSQKKPTVTLTYGSSRPSIEIYRPPASRNADTGTHLNRLQLHPQQSSAHAAKQLDVQSSQVSEAGRLCEPPVLSSVEDTYSPFFRNNLDKMSIEDENFRKRKLPVVS.... Result: 0 (no interaction). (4) The miRNA is mmu-miR-764-3p with sequence AGGAGGCCAUAGUGGCAACUGU. The protein sequence of the target gene is MNIRKPLCSNSVVGACTLISLTTAVILGHLMLRELMLLPQDLHESSSGLWKTYRPHHQEGYKPGPLHIQEQTEQPKEAPTQCDVPPSSRFDCAPDKGISQEQCEARGCCYVPAGQVLKEPQIGQPWCFFPPSYPSYRLENLSSTESGYTATLTRTSPTFFPKDVLTLQLEVLMETDSRLHFKIKDPASKRYEVPLETPRVLSQAPSPLYSVEFSEEPFGVIVRRKLGGRVLLNTTVAPLFFADQFLQLSTSLPSQHITGLGEHLSPLMLSTDWARITLWNRDTPPSQGTNLYGSHPFYLA.... Result: 0 (no interaction). (5) The miRNA is hsa-miR-6721-5p with sequence UGGGCAGGGGCUUAUUGUAGGAG. The protein sequence of the target gene is MLSRLRVVSTTCTLACRHLHIKEKGKPLMLNPRTNKGMAFTLQERQMLGLQGLLPPKIETQDIQALRFHRNLKKMTSPLEKYIYIMGIQERNEKLFYRILQDDIESLMPIVYTPTVGLACSQYGHIFRRPKGLFISISDRGHVRSIVDNWPENHVKAVVVTDGERILGLGDLGVYGMGIPVGKLCLYTACAGIRPDRCLPVCIDVGTDNIALLKDPFYMGLYQKRDRTQQYDDLIDEFMKAITDRYGRNTLIQFEDFGNHNAFRFLRKYREKYCTFNDDIQGTAAVALAGLLAAQKVISK.... Result: 0 (no interaction).